Predict the product of the given reaction. From a dataset of Forward reaction prediction with 1.9M reactions from USPTO patents (1976-2016). (1) Given the reactants [CH2:1]([O:3][C:4](=[O:16])[CH2:5][O:6][C:7]1[CH:12]=[CH:11][C:10]([NH:13][CH2:14][CH3:15])=[CH:9][CH:8]=1)[CH3:2].Cl[CH2:18][C:19]1[S:23][C:22]([C:24]2[CH:29]=[CH:28][C:27]([C:30]([F:33])([F:32])[F:31])=[CH:26][CH:25]=2)=[N:21][C:20]=1[CH3:34].[Na+].[I-].[H-].[Na+], predict the reaction product. The product is: [CH2:1]([O:3][C:4](=[O:16])[CH2:5][O:6][C:7]1[CH:12]=[CH:11][C:10]([N:13]([CH2:14][CH3:15])[CH2:18][C:19]2[S:23][C:22]([C:24]3[CH:29]=[CH:28][C:27]([C:30]([F:33])([F:32])[F:31])=[CH:26][CH:25]=3)=[N:21][C:20]=2[CH3:34])=[CH:9][CH:8]=1)[CH3:2]. (2) Given the reactants Cl[C:2]1[C:7]2[N:8]=[CH:9][C:10]3[N:11]([CH2:12][N:13]([O:15][CH3:16])[CH:14]=3)[C:6]=2[N:5]([CH2:17][CH2:18][CH3:19])[CH2:4][C:3]=1[CH3:20].[OH-:21].[K+].O.[CH3:24]O, predict the reaction product. The product is: [CH3:24][O:21][C:2]1[C:7]2[N:8]=[CH:9][C:10]3[N:11]([CH2:12][N:13]([O:15][CH3:16])[CH:14]=3)[C:6]=2[N:5]([CH2:17][CH2:18][CH3:19])[CH2:4][C:3]=1[CH3:20]. (3) Given the reactants [Br:1][C:2]1[CH:3]=[C:4]2[N:9]([CH:10]=1)[N:8]=[CH:7][NH:6][C:5]2=O.O=P(Cl)(Cl)[Cl:14], predict the reaction product. The product is: [Br:1][C:2]1[CH:3]=[C:4]2[N:9]([CH:10]=1)[N:8]=[CH:7][N:6]=[C:5]2[Cl:14]. (4) Given the reactants CC(OC([N:8]1[CH2:13][CH:12]=[C:11]([C:14]2[CH:19]=[CH:18][C:17]([N:20]3[CH2:24][C@H:23]([CH2:25][NH:26][C:27](=[O:29])[CH3:28])[O:22][C:21]3=[O:30])=[CH:16][CH:15]=2)[CH2:10][CH2:9]1)=O)(C)C.FC(F)(F)C(O)=O.C(=O)([O-])[O-].[K+].[K+], predict the reaction product. The product is: [O:30]=[C:21]1[N:20]([C:17]2[CH:18]=[CH:19][C:14]([C:11]3[CH2:12][CH2:13][NH:8][CH2:9][CH:10]=3)=[CH:15][CH:16]=2)[CH2:24][C@H:23]([CH2:25][NH:26][C:27](=[O:29])[CH3:28])[O:22]1. (5) Given the reactants C(O[C:4]1[CH2:10][C:9](=[O:11])[N:8]([CH2:12][C:13]([N:15]([CH:22]([CH3:24])[CH3:23])[C:16]2[CH:21]=[CH:20][CH:19]=[CH:18][CH:17]=2)=[O:14])[C:7]2[CH:25]=[CH:26][CH:27]=[CH:28][C:6]=2[N:5]=1)C.[C:29]([NH:37][NH2:38])(=O)[C:30]1[CH:35]=[CH:34][CH:33]=[CH:32][CH:31]=1, predict the reaction product. The product is: [CH:22]([N:15]([C:16]1[CH:17]=[CH:18][CH:19]=[CH:20][CH:21]=1)[C:13](=[O:14])[CH2:12][N:8]1[C:9](=[O:11])[CH2:10][C:4]2[N:5]([C:29]([C:30]3[CH:35]=[CH:34][CH:33]=[CH:32][CH:31]=3)=[N:37][N:38]=2)[C:6]2[CH:28]=[CH:27][CH:26]=[CH:25][C:7]1=2)([CH3:24])[CH3:23].